The task is: Predict the product of the given reaction.. This data is from Forward reaction prediction with 1.9M reactions from USPTO patents (1976-2016). (1) The product is: [CH:9]([C:3]1[C:4]([CH3:8])=[N:5][N:6]([CH3:7])[C:2]=1[S:13][CH2:12][C:11]([O:15][CH2:16][CH3:17])=[O:14])=[O:10]. Given the reactants Cl[C:2]1[N:6]([CH3:7])[N:5]=[C:4]([CH3:8])[C:3]=1[CH:9]=[O:10].[C:11]([O:15][CH2:16][CH3:17])(=[O:14])[CH2:12][SH:13].C(=O)([O-])[O-].[K+].[K+].CN(C)C=O, predict the reaction product. (2) The product is: [C:47]([O:51][C:52](=[O:61])[NH:53][C:54]([CH3:60])([CH2:57][CH2:58][CH3:59])[CH2:55][NH:56][C:15]([C:14]1[C:13]([CH3:18])=[N:12][N:11]2[C:6]([O:5][CH2:4][C:3]3[CH:20]=[CH:21][CH:22]=[C:23]([F:24])[C:2]=3[F:1])=[CH:7][C:8]([CH3:19])=[CH:9][C:10]=12)=[O:17])([CH3:50])([CH3:49])[CH3:48]. Given the reactants [F:1][C:2]1[C:23]([F:24])=[CH:22][CH:21]=[CH:20][C:3]=1[CH2:4][O:5][C:6]1[N:11]2[N:12]=[C:13]([CH3:18])[C:14]([C:15]([OH:17])=O)=[C:10]2[CH:9]=[C:8]([CH3:19])[CH:7]=1.C(N1C=CN=C1)(N1C=CN=C1)=O.ON1C2C=CC=CC=2N=N1.[C:47]([O:51][C:52](=[O:61])[NH:53][C:54]([CH3:60])([CH2:57][CH2:58][CH3:59])[CH2:55][NH2:56])([CH3:50])([CH3:49])[CH3:48].C(N(CC)C(C)C)(C)C, predict the reaction product.